Dataset: Tyrosyl-DNA phosphodiesterase HTS with 341,365 compounds. Task: Binary Classification. Given a drug SMILES string, predict its activity (active/inactive) in a high-throughput screening assay against a specified biological target. The molecule is O=C(c1[nH]c2c(n1)cccc2)c1c([N+]([O-])=O)cccc1. The result is 0 (inactive).